Predict which catalyst facilitates the given reaction. From a dataset of Catalyst prediction with 721,799 reactions and 888 catalyst types from USPTO. (1) Reactant: [C:1]([O:5][C:6](=[O:29])[C:7]([O:10]/[N:11]=[C:12](/[C:16]1[N:17]=[C:18]([NH:21][C:22]([O:24][C:25]([CH3:28])([CH3:27])[CH3:26])=[O:23])[S:19][CH:20]=1)\[C:13]([OH:15])=O)([CH3:9])[CH3:8])([CH3:4])([CH3:3])[CH3:2].CN(C(ON1N=NC2C=CC=NC1=2)=[N+](C)C)C.F[P-](F)(F)(F)(F)F.CCN(C(C)C)C(C)C.[C:63]([O:67][C:68](=[O:84])[NH:69][CH2:70][CH2:71][N:72]1[CH:76]=[C:75]([CH2:77][C@@H:78]2[C@H:81]([NH2:82])[C:80](=[O:83])[NH:79]2)[N:74]=[N:73]1)([CH3:66])([CH3:65])[CH3:64]. Product: [C:63]([O:67][C:68]([NH:69][CH2:70][CH2:71][N:72]1[CH:76]=[C:75]([CH2:77][C@@H:78]2[C@H:81]([NH:82][C:13](=[O:15])/[C:12](=[N:11]\[O:10][C:7]([CH3:8])([CH3:9])[C:6]([O:5][C:1]([CH3:3])([CH3:4])[CH3:2])=[O:29])/[C:16]3[N:17]=[C:18]([NH:21][C:22]([O:24][C:25]([CH3:28])([CH3:27])[CH3:26])=[O:23])[S:19][CH:20]=3)[C:80](=[O:83])[NH:79]2)[N:74]=[N:73]1)=[O:84])([CH3:66])([CH3:64])[CH3:65]. The catalyst class is: 59. (2) Reactant: [NH2:1][CH2:2][CH2:3][CH2:4][CH2:5][C:6]1[CH:15]=[CH:14][C:9]([C:10]([NH:12][CH3:13])=[O:11])=[C:8]([NH:16][CH2:17][CH3:18])[N:7]=1.C(N(CC)CC)C.[C:26]([O:30][C:31]([N:33]([C:45]([O:47][C:48]([CH3:51])([CH3:50])[CH3:49])=[O:46])[C:34]1[N:39]=[CH:38][C:37](/[CH:40]=[CH:41]/[C:42](O)=[O:43])=[CH:36][CH:35]=1)=[O:32])([CH3:29])([CH3:28])[CH3:27].F[P-](F)(F)(F)(F)F.N1(O[P+](N(C)C)(N(C)C)N(C)C)C2C=CC=CC=2N=N1. Product: [C:26]([O:30][C:31]([N:33]([C:45]([O:47][C:48]([CH3:51])([CH3:50])[CH3:49])=[O:46])[C:34]1[N:39]=[CH:38][C:37](/[CH:40]=[CH:41]/[C:42]([NH:1][CH2:2][CH2:3][CH2:4][CH2:5][C:6]2[CH:15]=[CH:14][C:9]([C:10]([NH:12][CH3:13])=[O:11])=[C:8]([NH:16][CH2:17][CH3:18])[N:7]=2)=[O:43])=[CH:36][CH:35]=1)=[O:32])([CH3:29])([CH3:28])[CH3:27]. The catalyst class is: 1. (3) Reactant: [OH:1][B:2]1[C:6]2[CH:7]=[C:8]([OH:12])[CH:9]=[C:10]([CH3:11])[C:5]=2[CH:4]([CH2:13][C:14]([O:16][CH2:17][CH3:18])=[O:15])[O:3]1.Cl[C:20]1[C:21]([C:26]#[N:27])=[N:22][CH:23]=[CH:24][N:25]=1.C(=O)([O-])[O-].[Cs+].[Cs+].Cl. Product: [CH2:17]([O:16][C:14](=[O:15])[CH2:13][CH:4]1[O:3][B:2]([OH:1])[C:6]2[CH:7]=[C:8]([O:12][C:20]3[C:21]([C:26]#[N:27])=[N:22][CH:23]=[CH:24][N:25]=3)[CH:9]=[C:10]([CH3:11])[C:5]1=2)[CH3:18]. The catalyst class is: 18. (4) Reactant: [CH3:1][O:2][CH2:3][CH2:4][C@@H:5]([NH:12]C(=O)OC(C)(C)C)[C:6]1[CH:11]=[CH:10][CH:9]=[CH:8][CH:7]=1.C(O)(C(F)(F)F)=O. Product: [CH3:1][O:2][CH2:3][CH2:4][C@H:5]([C:6]1[CH:11]=[CH:10][CH:9]=[CH:8][CH:7]=1)[NH2:12]. The catalyst class is: 2. (5) Reactant: [CH2:1](Br)[C:2]1[CH:7]=[CH:6][CH:5]=[CH:4][CH:3]=1.C([O-])([O-])=O.[K+].[K+].[N+:15]([C:18]1[NH:19][CH:20]=[CH:21][N:22]=1)([O-:17])=[O:16].O. Product: [CH2:1]([N:19]1[CH:20]=[CH:21][N:22]=[C:18]1[N+:15]([O-:17])=[O:16])[C:2]1[CH:7]=[CH:6][CH:5]=[CH:4][CH:3]=1. The catalyst class is: 3. (6) Reactant: [CH3:1][C:2]1[CH:11]=[N:10][C:9]2[C:4](=[CH:5][CH:6]=[CH:7][CH:8]=2)[N:3]=1.C(OOC(=O)C1C=CC=CC=1)(=O)C1C=CC=CC=1.[Br:30]NC(=O)CCC(N)=O. Product: [Br:30][CH2:1][C:2]1[CH:11]=[N:10][C:9]2[C:4](=[CH:5][CH:6]=[CH:7][CH:8]=2)[N:3]=1. The catalyst class is: 53. (7) Reactant: [C:1]1([CH3:13])[CH:6]=[C:5]([CH3:7])[CH:4]=[C:3]([CH3:8])[C:2]=1[S:9](Cl)(=[O:11])=[O:10].C(N(C(C)C)CC)(C)C.Cl.[NH2:24][C:25]1[N:30]=[C:29]([OH:31])[C:28]([CH2:32][C:33]2[CH:38]=[CH:37][C:36]([O:39][CH2:40][CH2:41][CH2:42][OH:43])=[CH:35][C:34]=2[O:44][CH3:45])=[C:27]([CH3:46])[N:26]=1. Product: [CH3:13][C:1]1[CH:6]=[C:5]([CH3:7])[CH:4]=[C:3]([CH3:8])[C:2]=1[S:9]([O:31][C:29]1[C:28]([CH2:32][C:33]2[CH:38]=[CH:37][C:36]([O:39][CH2:40][CH2:41][CH2:42][OH:43])=[CH:35][C:34]=2[O:44][CH3:45])=[C:27]([CH3:46])[N:26]=[C:25]([NH2:24])[N:30]=1)(=[O:11])=[O:10]. The catalyst class is: 20.